Predict the product of the given reaction. From a dataset of Forward reaction prediction with 1.9M reactions from USPTO patents (1976-2016). (1) Given the reactants [Cl:1][C:2]1[N:10]=[C:9]2[C:5]([N:6]=[CH:7][N:8]2[CH:11]([CH2:14][CH3:15])[CH2:12][CH3:13])=[C:4]([NH:16][CH2:17][CH2:18][CH3:19])[N:3]=1.[NH2:20][C@H:21]1[CH2:26][CH2:25][C@H:24]([NH2:27])[CH2:23][CH2:22]1, predict the reaction product. The product is: [ClH:1].[ClH:1].[NH2:20][C@H:21]1[CH2:26][CH2:25][C@H:24]([NH:27][C:2]2[N:10]=[C:9]3[C:5]([N:6]=[CH:7][N:8]3[CH:11]([CH2:14][CH3:15])[CH2:12][CH3:13])=[C:4]([NH:16][CH2:17][CH2:18][CH3:19])[N:3]=2)[CH2:23][CH2:22]1. (2) Given the reactants [ClH:1].[NH2:2][C@@H:3]([CH2:7][CH2:8][CH3:9])[C:4]([OH:6])=[O:5].[CH3:10]O, predict the reaction product. The product is: [ClH:1].[CH3:10][O:5][C:4](=[O:6])[C@@H:3]([NH2:2])[CH2:7][CH2:8][CH3:9]. (3) Given the reactants [OH:1][CH2:2][C@H:3]1[CH2:8][CH2:7][O:6][CH2:5][C@@H:4]1[NH:9][C:10](=[O:16])[O:11][C:12]([CH3:15])([CH3:14])[CH3:13].[Cl:17][C:18]1[CH:19]=[N:20][N:21]([C:23]2[CH:28]=[CH:27][C:26](O)=[C:25]([F:30])[CH:24]=2)[CH:22]=1.C1CCN(C(N=NC(N2CCCCC2)=O)=O)CC1.P(CCCC)(CCCC)CCCC, predict the reaction product. The product is: [Cl:17][C:18]1[CH:19]=[N:20][N:21]([C:23]2[CH:28]=[CH:27][C:26]([O:1][CH2:2][C@H:3]3[CH2:8][CH2:7][O:6][CH2:5][C@@H:4]3[NH:9][C:10](=[O:16])[O:11][C:12]([CH3:13])([CH3:15])[CH3:14])=[C:25]([F:30])[CH:24]=2)[CH:22]=1. (4) The product is: [Br:1][C:2]1[CH:7]=[CH:6][C:5]([C:8]2[C:12]3[CH:13]=[CH:14][C:15]([O:17][CH2:18][CH2:19][CH2:20][N:22]4[CH2:27][CH2:26][CH2:25][CH2:24][CH2:23]4)=[CH:16][C:11]=3[S:10][N:9]=2)=[CH:4][CH:3]=1. Given the reactants [Br:1][C:2]1[CH:7]=[CH:6][C:5]([C:8]2[C:12]3[CH:13]=[CH:14][C:15]([O:17][CH2:18][CH2:19][CH2:20]Br)=[CH:16][C:11]=3[S:10][N:9]=2)=[CH:4][CH:3]=1.[NH:22]1[CH2:27][CH2:26][CH2:25][CH2:24][CH2:23]1, predict the reaction product.